From a dataset of Experimentally validated miRNA-target interactions with 360,000+ pairs, plus equal number of negative samples. Binary Classification. Given a miRNA mature sequence and a target amino acid sequence, predict their likelihood of interaction. The miRNA is mmu-miR-329-5p with sequence AGAGGUUUUCUGGGUCUCUGUU. The protein sequence of the target gene is MPVLTTDAESETGIPKSLSNEPPSETMEEIEHTCPQPRLTLTAPAPFADESSCQCQAPHEKLTVAQARLGTPVDRPVRVYADGIFDLFHSGHARALMQAKTLFPNSYLLVGVCSDDLTHKFKGFTVMNEAERYEALRHCRYVDEVIRDAPWTLTPEFLEKHKIDFVAHDDIPYSSAGSDDVYKHIKEAGMFVPTQRTEGISTSDIITRIVRDYDVYARRNLQRGYTAKELNVSFINEKKYRFQNQVDKMKEKVKNVEERSKEFVNRVEEKSHDLIQKWEEKSREFIGNFLELFGPDGAWK.... Result: 0 (no interaction).